Dataset: Full USPTO retrosynthesis dataset with 1.9M reactions from patents (1976-2016). Task: Predict the reactants needed to synthesize the given product. Given the product [CH3:22][O:23][C:24]([C:26]1[CH:27]=[C:28]([Br:35])[CH:29]=[C:30]2[C:34]=1[NH:33][CH:32]=[C:31]2[CH:6]1[CH2:5][CH2:4][S:3][C:2]([CH3:9])([CH3:1])[CH2:7]1)=[O:25], predict the reactants needed to synthesize it. The reactants are: [CH3:1][C:2]1([CH3:9])[CH2:7][C:6](=O)[CH2:5][CH2:4][S:3]1.[Si](OS(C(F)(F)F)(=O)=O)(C)(C)C.[CH3:22][O:23][C:24]([C:26]1[CH:27]=[C:28]([Br:35])[CH:29]=[C:30]2[C:34]=1[NH:33][CH:32]=[CH:31]2)=[O:25].[SiH](CC)(CC)CC.